Dataset: Forward reaction prediction with 1.9M reactions from USPTO patents (1976-2016). Task: Predict the product of the given reaction. (1) The product is: [C:23]([C@@H:20]([NH:19][C:12](=[O:14])[C:11]1[CH:15]=[CH:16][N:17]=[CH:18][C:10]=1[NH:9][C:3]1[CH:4]=[CH:5][C:6]([I:8])=[CH:7][C:2]=1[F:1])[CH2:21][OH:22])(=[O:24])[NH2:25]. Given the reactants [F:1][C:2]1[CH:7]=[C:6]([I:8])[CH:5]=[CH:4][C:3]=1[NH:9][C:10]1[CH:18]=[N:17][CH:16]=[CH:15][C:11]=1[C:12]([OH:14])=O.[NH2:19][C@H:20]([C:23]([NH2:25])=[O:24])[CH2:21][OH:22], predict the reaction product. (2) Given the reactants BrC1C=NC2C3C=CC(CC(OCC)=O)=CC=3NC=2C=1.[Br:21][C:22]1[CH:23]=[C:24]([N+:39]([O-])=O)[C:25]([C:28]2[CH:29]=[C:30]([CH2:34][C:35]([O:37][CH3:38])=[O:36])[CH:31]=[CH:32][CH:33]=2)=[N:26][CH:27]=1.CCN(CCOC1C=CC(CC2C=CC=CC=2)=CC=1)CC.Cl, predict the reaction product. The product is: [Br:21][C:22]1[CH:27]=[N:26][C:25]2[C:28]3[CH:29]=[C:30]([CH2:34][C:35]([O:37][CH3:38])=[O:36])[CH:31]=[CH:32][C:33]=3[NH:39][C:24]=2[CH:23]=1. (3) Given the reactants [Cl:1][C:2]1[CH:18]=[CH:17][C:16]([F:19])=[CH:15][C:3]=1[CH2:4][N:5]1[C:10](=[O:11])[C:9]([CH3:12])=[N:8][N:7]=[C:6]1SC.[NH:20]1[CH2:25][CH2:24][CH2:23][C@@H:22]([NH:26][C:27](=[O:33])[O:28][C:29]([CH3:32])([CH3:31])[CH3:30])[CH2:21]1, predict the reaction product. The product is: [Cl:1][C:2]1[CH:18]=[CH:17][C:16]([F:19])=[CH:15][C:3]=1[CH2:4][N:5]1[C:10](=[O:11])[C:9]([CH3:12])=[N:8][N:7]=[C:6]1[N:20]1[CH2:25][CH2:24][CH2:23][C@@H:22]([NH:26][C:27](=[O:33])[O:28][C:29]([CH3:31])([CH3:30])[CH3:32])[CH2:21]1. (4) Given the reactants [CH2:1]([C:5]1[N:6]=[C:7]([CH3:27])[NH:8][C:9](=[O:26])[C:10]=1[CH2:11][C:12]1[CH:17]=[CH:16][C:15]([C:18]2[C:19]([C:24]#[N:25])=[CH:20][CH:21]=[CH:22][CH:23]=2)=[CH:14][CH:13]=1)[CH2:2][CH2:3][CH3:4].N(C(N1CCCCC1)=O)=NC(N1CCCCC1)=O.C(P(CCCC)CCCC)CCC.[S:59]1[CH:63]=[CH:62][N:61]=[C:60]1[CH2:64]O, predict the reaction product. The product is: [CH2:1]([C:5]1[N:6]=[C:7]([CH3:27])[N:8]([CH2:64][C:60]2[S:59][CH:63]=[CH:62][N:61]=2)[C:9](=[O:26])[C:10]=1[CH2:11][C:12]1[CH:17]=[CH:16][C:15]([C:18]2[C:19]([C:24]#[N:25])=[CH:20][CH:21]=[CH:22][CH:23]=2)=[CH:14][CH:13]=1)[CH2:2][CH2:3][CH3:4]. (5) Given the reactants [CH3:1][C:2]1[CH:10]=[CH:9][C:5]([C:6](O)=[O:7])=[CH:4][C:3]=1[N:11]1[C:20](=[O:21])[C:19]2[C:14](=[CH:15][CH:16]=[C:17]([N:22]3[CH2:27][CH2:26][N:25]([CH3:28])[CH2:24][CH2:23]3)[CH:18]=2)[N:13]=[CH:12]1.Cl.[NH2:30][C:31]1[CH:32]=[N:33][O:34][C:35]=1[CH3:36].CN(C(ON1N=NC2C=CC=NC1=2)=[N+](C)C)C.F[P-](F)(F)(F)(F)F.C(N(CC)CC)C, predict the reaction product. The product is: [CH3:1][C:2]1[CH:10]=[CH:9][C:5]([C:6]([NH:30][C:31]2[CH:32]=[N:33][O:34][C:35]=2[CH3:36])=[O:7])=[CH:4][C:3]=1[N:11]1[C:20](=[O:21])[C:19]2[C:14](=[CH:15][CH:16]=[C:17]([N:22]3[CH2:27][CH2:26][N:25]([CH3:28])[CH2:24][CH2:23]3)[CH:18]=2)[N:13]=[CH:12]1. (6) Given the reactants [CH3:1][O:2][C:3](=[O:11])[C:4]1[CH:9]=[C:8]([OH:10])[CH:7]=[N:6][CH:5]=1.Br[C:13]1[CH:17]=[CH:16][O:15][N:14]=1.[NH2:18][NH2:19], predict the reaction product. The product is: [N:6]1[CH:5]=[CH:4][CH:9]=[C:8]([O:10][C:13]2[CH2:17][CH2:16][O:15][N:14]=2)[CH:7]=1.[O:2]1[CH:1]=[N:19][NH:18][C:3]1=[O:11].